Task: Predict the reaction yield, written as a fraction of the theoretical maximum amount of product (1.0 means a 100% yield; for example, 0.34 means a 34% yield).. Dataset: Reaction yield outcomes from USPTO patents with 853,638 reactions The reactants are [N+:1]([C:4]1[CH:9]=[CH:8][C:7]([CH2:10][C:11](Cl)=[O:12])=[CH:6][CH:5]=1)([O-:3])=[O:2].[NH2:14][C:15]1[CH:23]=[CH:22][CH:21]=[CH:20][C:16]=1[C:17]([OH:19])=[O:18].N1C=CC=CC=1. The catalyst is ClCCl. The product is [N+:1]([C:4]1[CH:9]=[CH:8][C:7]([CH2:10][C:11]([NH:14][C:15]2[CH:23]=[CH:22][CH:21]=[CH:20][C:16]=2[C:17]([OH:19])=[O:18])=[O:12])=[CH:6][CH:5]=1)([O-:3])=[O:2]. The yield is 0.880.